This data is from Catalyst prediction with 721,799 reactions and 888 catalyst types from USPTO. The task is: Predict which catalyst facilitates the given reaction. (1) Reactant: C(O[C:4]([N:6]1[CH:10]=[C:9]([C:11]2[CH:16]=[CH:15][C:14]([S:17]([CH3:20])(=[O:19])=[O:18])=[CH:13][CH:12]=2)[N:8]([CH2:21][C:22]2[CH:27]=[CH:26][C:25]([C:28]([P:31]([O:36][CH2:37][CH3:38])([O:33][CH2:34][CH3:35])=[O:32])([F:30])[F:29])=[C:24]([Br:39])[CH:23]=2)[C:7]1=[O:40])=O)C.CNC. Product: [CH2:34]([O:33][P:31]([C:28]([C:25]1[CH:26]=[CH:27][C:22]([CH2:21][N:8]2[C:9]([C:11]3[CH:16]=[CH:15][C:14]([S:17]([CH3:20])(=[O:18])=[O:19])=[CH:13][CH:12]=3)=[CH:10][N:6]([CH3:4])[C:7]2=[O:40])=[CH:23][C:24]=1[Br:39])([F:29])[F:30])(=[O:32])[O:36][CH2:37][CH3:38])[CH3:35]. The catalyst class is: 1. (2) Reactant: [Cl:1][C:2]1[C:3]([CH3:13])=[CH:4][C:5]([F:12])=[C:6]([CH:11]=1)[C:7]([O:9]C)=[O:8].[OH-].[Na+]. Product: [Cl:1][C:2]1[C:3]([CH3:13])=[CH:4][C:5]([F:12])=[C:6]([CH:11]=1)[C:7]([OH:9])=[O:8]. The catalyst class is: 38. (3) Reactant: [Br:1][C:2]1[N:3]=[C:4]([C:33]2([CH3:36])[CH2:35][CH2:34]2)[N:5](COCC[Si](C)(C)C)[C:6]=1[C:7]1[CH:12]=[CH:11][N:10]=[C:9]([NH:13][CH2:14][C@@H:15]([NH:17]C(=O)OC(C)(C)C)[CH3:16])[N:8]=1. Product: [Br:1][C:2]1[N:3]=[C:4]([C:33]2([CH3:36])[CH2:35][CH2:34]2)[NH:5][C:6]=1[C:7]1[CH:12]=[CH:11][N:10]=[C:9]([NH:13][CH2:14][C@@H:15]([NH2:17])[CH3:16])[N:8]=1. The catalyst class is: 209. (4) Reactant: N.C(OC([N:12]1[CH2:17][CH2:16][CH2:15][CH2:14][CH:13]1[C:18]([OH:20])=O)=O)C1C=CC=CC=1.O[N:22]1C2C=CC=CC=2N=N1.Cl.CN(C)CCCN=C=NCC. Product: [NH:12]1[CH2:17][CH2:16][CH2:15][CH2:14][CH:13]1[C:18]([NH2:22])=[O:20]. The catalyst class is: 884. (5) Reactant: [Cl:1][C:2]1[C:7]([NH:8][CH:9]=[C:10]2[C:15](=[O:16])OC(C)(C)OC2=O)=[CH:6][CH:5]=[CH:4][N:3]=1.C1C=CC(C2C=CC=CC=2)=CC=1.C1C=CC(OC2C=CC=CC=2)=CC=1. Product: [Cl:1][C:2]1[N:3]=[CH:4][CH:5]=[C:6]2[C:7]=1[NH:8][CH:9]=[CH:10][C:15]2=[O:16]. The catalyst class is: 81. (6) Reactant: [Cl:1][C:2]1[CH:7]=[CH:6][C:5]([C:8]2[S:12][C:11](=[O:13])[NH:10][N:9]=2)=[CH:4][CH:3]=1.Br[CH2:15][C:16]1[C:21]([CH3:22])=[CH:20][CH:19]=[CH:18][C:17]=1[N:23]1[C:27](=[O:28])[N:26]([CH3:29])[N:25]=[N:24]1.C(=O)([O-])[O-].[K+].[K+].C(#N)C. Product: [Cl:1][C:2]1[CH:3]=[CH:4][C:5]([C:8]2[S:12][C:11]([O:13][CH2:15][C:16]3[C:21]([CH3:22])=[CH:20][CH:19]=[CH:18][C:17]=3[N:23]3[C:27](=[O:28])[N:26]([CH3:29])[N:25]=[N:24]3)=[N:10][N:9]=2)=[CH:6][CH:7]=1. The catalyst class is: 6. (7) Reactant: [OH:1][C:2]([C:4]([F:7])([F:6])[F:5])=[O:3].[F:8][C:9]1[C:22]([OH:23])=[CH:21][C:20]2[C@:19]34[CH2:24][CH2:25][NH:26][C@@H:13]([C@@H:14]3[CH2:15][CH2:16][CH2:17][CH2:18]4)[CH2:12][C:11]=2[CH:10]=1.S(Cl)([Cl:30])(=O)=O. Product: [OH:3][C:2]([C:4]([F:7])([F:6])[F:5])=[O:1].[Cl:30][C:21]1[C:20]2[C@:19]34[CH2:24][CH2:25][NH:26][C@@H:13]([C@@H:14]3[CH2:15][CH2:16][CH2:17][CH2:18]4)[CH2:12][C:11]=2[CH:10]=[C:9]([F:8])[C:22]=1[OH:23]. The catalyst class is: 15.